This data is from Forward reaction prediction with 1.9M reactions from USPTO patents (1976-2016). The task is: Predict the product of the given reaction. (1) Given the reactants C(O)C.[CH3:4][O:5][C:6](=[O:18])[C:7]1[CH:12]=[CH:11][C:10]([N+:13]([O-])=O)=[C:9]([CH:16]=[O:17])[CH:8]=1, predict the reaction product. The product is: [CH:16]([C:9]1[CH:8]=[C:7]([CH:12]=[CH:11][C:10]=1[NH2:13])[C:6]([O:5][CH3:4])=[O:18])=[O:17]. (2) Given the reactants Br[C:2]1[CH:7]=[C:6]([F:8])[CH:5]=[C:4]([Br:9])[C:3]=1[O:10][CH2:11][CH2:12]Cl.C([Li])CCC.CCCCCC, predict the reaction product. The product is: [Br:9][C:4]1[C:3]2[O:10][CH2:11][CH2:12][C:2]=2[CH:7]=[C:6]([F:8])[CH:5]=1.